Dataset: hERG Central: cardiac toxicity at 1µM, 10µM, and general inhibition. Task: Predict hERG channel inhibition at various concentrations. (1) The molecule is Cc1ccc(CSCCNC(=O)CSCc2ccc([N+](=O)[O-])cc2)cc1. Results: hERG_inhib (hERG inhibition (general)): blocker. (2) The molecule is CN1CC(C(=O)c2ccc(Cl)cc2)C(c2ccc(N(C)C)cc2)C1. Results: hERG_inhib (hERG inhibition (general)): blocker. (3) The compound is Cc1ccc(Cl)cc1NC(=O)c1ccccc1OCC(=O)N1CCOCC1. Results: hERG_inhib (hERG inhibition (general)): blocker. (4) The compound is Cc1nc2ccccc2c(=O)n1/N=C/c1ccc([N+](=O)[O-])o1. Results: hERG_inhib (hERG inhibition (general)): blocker. (5) The compound is COC(=O)c1[nH]c2cc(C)ccc2c1NC(=O)CN1CCN(C(=O)c2ccco2)CC1. Results: hERG_inhib (hERG inhibition (general)): blocker. (6) The compound is O=C(CSc1nnc2n(C3CCCC3)c(=O)c3ccccc3n12)N1CCCCCC1. Results: hERG_inhib (hERG inhibition (general)): blocker.